Dataset: Reaction yield outcomes from USPTO patents with 853,638 reactions. Task: Predict the reaction yield, written as a fraction of the theoretical maximum amount of product (1.0 means a 100% yield; for example, 0.34 means a 34% yield). (1) The reactants are [Cl:1][C:2]1[CH:7]=[C:6]2[NH:8][C:9](=[O:35])[C:10]3([CH:15]([C:16]4[CH:21]=[CH:20][CH:19]=[C:18]([Cl:22])[CH:17]=4)[CH2:14][C:13](=[O:23])[NH:12][CH:11]3[C:24]3[CH:29]=[C:28](I)[CH:27]=[CH:26][C:25]=3[O:31][CH2:32][CH2:33][OH:34])[C:5]2=[CH:4][CH:3]=1.[C:36]1(P(C2C=CC=CC=2)C2C=CC=CC=2)C=CC=C[CH:37]=1.C([Sn](CCCC)(CCCC)C=C)CCC. The catalyst is O1CCOCC1.[Cu]I.Cl[Pd](Cl)([P](C1C=CC=CC=1)(C1C=CC=CC=1)C1C=CC=CC=1)[P](C1C=CC=CC=1)(C1C=CC=CC=1)C1C=CC=CC=1. The product is [Cl:1][C:2]1[CH:7]=[C:6]2[NH:8][C:9](=[O:35])[C:10]3([CH:15]([C:16]4[CH:21]=[CH:20][CH:19]=[C:18]([Cl:22])[CH:17]=4)[CH2:14][C:13](=[O:23])[NH:12][CH:11]3[C:24]3[CH:29]=[C:28]([CH:36]=[CH2:37])[CH:27]=[CH:26][C:25]=3[O:31][CH2:32][CH2:33][OH:34])[C:5]2=[CH:4][CH:3]=1. The yield is 0.960. (2) The reactants are [F:1][C:2]1[CH:10]=[CH:9][C:5]([C:6]([OH:8])=O)=[CH:4][C:3]=1[S:11][CH:12]1[CH2:16][CH2:15][CH:14]([C:17]([O:19][CH3:20])=[O:18])[CH2:13]1.C(N(C(C)C)CC)(C)C.[F:30][C:31]1[CH:32]=[C:33]([CH:35]=[C:36]([F:39])[C:37]=1[F:38])[NH2:34].CN(C(ON1N=NC2C=CC=NC1=2)=[N+](C)C)C.F[P-](F)(F)(F)(F)F. The catalyst is CN(C1C=CN=CC=1)C.CN(C=O)C. The product is [F:1][C:2]1[CH:10]=[CH:9][C:5]([C:6](=[O:8])[NH:34][C:33]2[CH:32]=[C:31]([F:30])[C:37]([F:38])=[C:36]([F:39])[CH:35]=2)=[CH:4][C:3]=1[S:11][CH:12]1[CH2:16][CH2:15][CH:14]([C:17]([O:19][CH3:20])=[O:18])[CH2:13]1. The yield is 0.730. (3) The reactants are [F:1][C:2]1[C:3]([O:19]COC)=[C:4]([C:12](=[O:18])[C:13]([O:15][CH2:16][CH3:17])=[O:14])[C:5]([C:8]([F:11])([F:10])[F:9])=[CH:6][CH:7]=1.C1(C)C=CC(S(O)(=O)=O)=CC=1. The catalyst is ClCCl.C(O)C. The product is [F:1][C:2]1[C:3]([OH:19])=[C:4]([C:12](=[O:18])[C:13]([O:15][CH2:16][CH3:17])=[O:14])[C:5]([C:8]([F:11])([F:10])[F:9])=[CH:6][CH:7]=1. The yield is 0.910. (4) The reactants are [F:1][C:2]1[CH:3]=[C:4]2[C:9](=[CH:10][CH:11]=1)[N:8]=[C:7]([C:12]([O:14][CH2:15][CH3:16])=[O:13])[C:6](O)=[N:5]2.O(Cl)[Cl:19].[P+5]. No catalyst specified. The product is [Cl:19][C:6]1[C:7]([C:12]([O:14][CH2:15][CH3:16])=[O:13])=[N:8][C:9]2[C:4]([N:5]=1)=[CH:3][C:2]([F:1])=[CH:11][CH:10]=2. The yield is 0.610. (5) The reactants are Br[C:2]1[N:3]=[C:4]2[C:10]([C:11](=[O:18])[C:12]([CH3:17])([CH3:16])[CH2:13][CH:14]=[CH2:15])=[CH:9][N:8]([CH2:19][O:20][CH2:21][CH2:22][Si:23]([CH3:26])([CH3:25])[CH3:24])[C:5]2=[N:6][CH:7]=1.[CH3:27][O:28][C:29]1[CH:30]=[C:31](B(O)O)[CH:32]=[C:33]([O:37][CH3:38])[C:34]=1[O:35][CH3:36].C(=O)([O-])[O-].[K+].[K+].C(Cl)Cl. The catalyst is O1CCOCC1.O.C1C=CC(P(C2C=CC=CC=2)[C-]2C=CC=C2)=CC=1.C1C=CC(P(C2C=CC=CC=2)[C-]2C=CC=C2)=CC=1.Cl[Pd]Cl.[Fe+2]. The product is [CH3:16][C:12]([CH3:17])([CH2:13][CH:14]=[CH2:15])[C:11]([C:10]1[C:4]2[C:5](=[N:6][CH:7]=[C:2]([C:31]3[CH:32]=[C:33]([O:37][CH3:38])[C:34]([O:35][CH3:36])=[C:29]([O:28][CH3:27])[CH:30]=3)[N:3]=2)[N:8]([CH2:19][O:20][CH2:21][CH2:22][Si:23]([CH3:26])([CH3:25])[CH3:24])[CH:9]=1)=[O:18]. The yield is 0.290. (6) The reactants are [Cl:1][C:2]1[CH:3]=[C:4]([CH:14]=[CH:15][C:16]=1[C:17]([F:20])([F:19])[F:18])[O:5]CC(OC(C)(C)C)=O.FC(F)(F)C(O)=O. No catalyst specified. The product is [Cl:1][C:2]1[CH:3]=[C:4]([OH:5])[CH:14]=[CH:15][C:16]=1[C:17]([F:19])([F:20])[F:18]. The yield is 0.800.